From a dataset of Full USPTO retrosynthesis dataset with 1.9M reactions from patents (1976-2016). Predict the reactants needed to synthesize the given product. Given the product [Br:19][C:17]1[CH:16]=[CH:15][C:12]2[C:13]3[N:7]([CH2:8][CH2:9][O:10][C:11]=2[CH:18]=1)[CH:6]=[C:5]([C:3]([OH:4])=[O:2])[N:14]=3, predict the reactants needed to synthesize it. The reactants are: C[O:2][C:3]([C:5]1[N:14]=[C:13]2[N:7]([CH2:8][CH2:9][O:10][C:11]3[CH:18]=[C:17]([Br:19])[CH:16]=[CH:15][C:12]=32)[CH:6]=1)=[O:4].[OH-].[Li+].Cl.